This data is from Forward reaction prediction with 1.9M reactions from USPTO patents (1976-2016). The task is: Predict the product of the given reaction. (1) Given the reactants [NH:1]1[CH2:4][CH:3]([NH:5][C:6](=[O:12])[O:7][C:8]([CH3:11])([CH3:10])[CH3:9])[CH2:2]1.Cl[C:14]1[S:15][C:16]2[CH:22]=[CH:21][CH:20]=[CH:19][C:17]=2[N:18]=1.[H-].[Na+], predict the reaction product. The product is: [S:15]1[C:16]2[CH:22]=[CH:21][CH:20]=[CH:19][C:17]=2[N:18]=[C:14]1[N:1]1[CH2:4][CH:3]([NH:5][C:6](=[O:12])[O:7][C:8]([CH3:9])([CH3:11])[CH3:10])[CH2:2]1. (2) The product is: [Cl:7][C:8]1[CH:9]=[C:10]2[C:14](=[CH:15][CH:16]=1)[N:13]([S:50]([C:48]1[CH:47]=[CH:46][CH:45]=[C:44]3[C:49]=1[N:40]=[CH:41][CH:42]=[CH:43]3)(=[O:51])=[O:52])[C:12](=[O:17])[C:11]2([C:30]1[CH:35]=[CH:34][C:33]([O:36][CH3:37])=[CH:32][C:31]=1[O:38][CH3:39])[N:18]1[CH2:19][CH2:20][N:21]([C:24]2[CH:29]=[CH:28][N:27]=[CH:26][CH:25]=2)[CH2:22][CH2:23]1. Given the reactants CC(C)([O-])C.[K+].[Cl:7][C:8]1[CH:9]=[C:10]2[C:14](=[CH:15][CH:16]=1)[NH:13][C:12](=[O:17])[C:11]2([C:30]1[CH:35]=[CH:34][C:33]([O:36][CH3:37])=[CH:32][C:31]=1[O:38][CH3:39])[N:18]1[CH2:23][CH2:22][N:21]([C:24]2[CH:29]=[CH:28][N:27]=[CH:26][CH:25]=2)[CH2:20][CH2:19]1.[N:40]1[C:49]2[C:44](=[CH:45][CH:46]=[CH:47][C:48]=2[S:50](Cl)(=[O:52])=[O:51])[CH:43]=[CH:42][CH:41]=1.O, predict the reaction product. (3) Given the reactants [NH2:1][C:2]1[CH:7]=[CH:6][C:5]([C:8]([OH:10])=[O:9])=[CH:4][N:3]=1.S(=O)(=O)(O)O.[CH3:16]O, predict the reaction product. The product is: [NH2:1][C:2]1[CH:7]=[CH:6][C:5]([C:8]([O:10][CH3:16])=[O:9])=[CH:4][N:3]=1. (4) Given the reactants [CH3:1][N:2]1[CH2:7][CH2:6][N:5]([C:8]2[NH:12][C:11]3[CH:13]=[CH:14][CH:15]=[C:16]([N+:17]([O-])=O)[C:10]=3[N:9]=2)[CH2:4][CH2:3]1.NC1C2N=C(CO)NC=2C=CC=1, predict the reaction product. The product is: [CH3:1][N:2]1[CH2:3][CH2:4][N:5]([C:8]2[NH:12][C:11]3[CH:13]=[CH:14][CH:15]=[C:16]([NH2:17])[C:10]=3[N:9]=2)[CH2:6][CH2:7]1. (5) Given the reactants [CH2:1]([O:3][C:4](=[O:27])[C@@H:5]([NH2:26])[CH2:6][C:7]1[CH:12]=[CH:11][C:10]([NH:13][C:14]2[C:23]3[C:18](=[CH:19][CH:20]=[CH:21][CH:22]=3)[CH:17]=[C:16]([CH2:24][CH3:25])[N:15]=2)=[CH:9][CH:8]=1)[CH3:2].[CH2:28]([CH:30]1[C:34](=[O:35])[CH2:33][CH2:32][C:31]1=O)[CH3:29], predict the reaction product. The product is: [CH2:1]([O:3][C:4](=[O:27])[C@@H:5]([NH:26][C:31]1[CH2:32][CH2:33][C:34](=[O:35])[C:30]=1[CH2:28][CH3:29])[CH2:6][C:7]1[CH:12]=[CH:11][C:10]([NH:13][C:14]2[C:23]3[C:18](=[CH:19][CH:20]=[CH:21][CH:22]=3)[CH:17]=[C:16]([CH2:24][CH3:25])[N:15]=2)=[CH:9][CH:8]=1)[CH3:2]. (6) The product is: [CH2:14]([C:2]1[S:3][C:4]2[CH:10]=[CH:9][C:8]([C:11]#[N:12])=[CH:7][C:5]=2[N:6]=1)[CH:15]([CH3:18])[CH3:16]. Given the reactants Br[C:2]1[S:3][C:4]2[CH:10]=[CH:9][C:8]([C:11]#[N:12])=[CH:7][C:5]=2[N:6]=1.[Br-].[CH3:14][CH:15]([CH3:18])[CH2:16][Zn+].CN1C=CN=C1.ClCCl, predict the reaction product. (7) Given the reactants [CH3:1][C:2]1[CH:3]=[C:4]2[C:8](=[CH:9][CH:10]=1)[C:7](=[O:11])[CH2:6][CH2:5]2.[N+:12]([O-])([O-:14])=[O:13].[K+], predict the reaction product. The product is: [CH3:1][C:2]1[CH:3]=[C:4]2[C:8](=[CH:9][C:10]=1[N+:12]([O-:14])=[O:13])[C:7](=[O:11])[CH2:6][CH2:5]2.